From a dataset of Catalyst prediction with 721,799 reactions and 888 catalyst types from USPTO. Predict which catalyst facilitates the given reaction. (1) Reactant: [Cl:1][S:2]([N:5]=[C:6]=[O:7])(=[O:4])=[O:3].[C:8]([OH:12])([CH3:11])([CH3:10])[CH3:9]. Product: [Cl:1][S:2]([NH:5][C:6](=[O:7])[O:12][C:8]([CH3:11])([CH3:10])[CH3:9])(=[O:4])=[O:3]. The catalyst class is: 4. (2) Reactant: [Br:1][C:2]1[CH:3]=[C:4]2[C:9](=[CH:10][CH:11]=1)[N:8]=[C:7]([C:12]1[CH:17]=[CH:16][CH:15]=[CH:14][C:13]=1[O:18]C)[N:6]=[C:5]2[Cl:20].B(Br)(Br)Br. Product: [Br:1][C:2]1[CH:3]=[C:4]2[C:9](=[CH:10][CH:11]=1)[N:8]=[C:7]([C:12]1[CH:17]=[CH:16][CH:15]=[CH:14][C:13]=1[OH:18])[N:6]=[C:5]2[Cl:20]. The catalyst class is: 2. (3) Reactant: CC1C=CC(S(O[CH2:12][CH:13]2[O:18][C:17]3[CH:19]=[C:20]([O:23][S:24]([CH3:27])(=[O:26])=[O:25])[CH:21]=[CH:22][C:16]=3[O:15][CH2:14]2)(=O)=O)=CC=1.[CH2:28]([NH2:31])[CH:29]=[CH2:30]. Product: [CH3:27][S:24]([O:23][C:20]1[CH:21]=[CH:22][C:16]2[O:15][CH2:14][CH:13]([CH2:12][NH:31][CH2:28][CH:29]=[CH2:30])[O:18][C:17]=2[CH:19]=1)(=[O:25])=[O:26]. The catalyst class is: 10. (4) Reactant: [CH3:1][CH:2]([CH3:30])[CH2:3][C@@H:4]([NH:18][C:19](=[O:29])[C@H:20]([CH2:22][C:23]1[CH:28]=[CH:27][CH:26]=[CH:25][CH:24]=1)[NH2:21])[B:5]1[O:9][C@H:8]2[CH2:10][C@@H:11]3[CH2:14][C@H:13]([C@:7]2([CH3:17])[O:6]1)[C:12]3([CH3:16])[CH3:15].[N:31]1[CH:36]=[CH:35][N:34]=[CH:33][C:32]=1[C:37](O)=[O:38].F[B-](F)(F)F.N1(OC(N(C)C)=[N+](C)C)C2C=CC=CC=2N=N1.C(N(CC)C(C)C)(C)C. Product: [CH3:1][CH:2]([CH3:30])[CH2:3][C@H:4]([NH:18][C:19](=[O:29])[C@H:20]([CH2:22][C:23]1[CH:24]=[CH:25][CH:26]=[CH:27][CH:28]=1)[NH:21][C:37]([C:32]1[CH:33]=[N:34][CH:35]=[CH:36][N:31]=1)=[O:38])[B:5]1[O:9][C@@H:8]2[CH2:10][C@@H:11]3[CH2:14][C@H:13]([C@:7]2([CH3:17])[O:6]1)[C:12]3([CH3:16])[CH3:15]. The catalyst class is: 145. (5) Reactant: [C:1]([OH:10])(=[O:9])[C:2]1[C:3](=[CH:5][CH:6]=[CH:7][CH:8]=1)[NH2:4].[C:11](Cl)(=[O:14])[CH2:12][CH3:13].O.O.CN(C=O)C. Product: [C:11]([NH:4][C:3]1[CH:5]=[CH:6][CH:7]=[CH:8][C:2]=1[C:1]([OH:10])=[O:9])(=[O:14])[CH2:12][CH3:13]. The catalyst class is: 3. (6) Reactant: [Cl:1][C:2]1[N:3]=[C:4]([NH:33][CH2:34][C:35]2[CH:40]=[CH:39][CH:38]=[CH:37][N:36]=2)[C:5]2[C:10]([C:11]=1[C:12]1[CH:13]=[C:14]([NH:18][C:19](=[O:26])[CH2:20][C:21]([O:23]CC)=O)[CH:15]=[CH:16][CH:17]=1)=[CH:9][CH:8]=[CH:7][C:6]=2[C:27]1[CH:32]=[CH:31][CH:30]=[CH:29][CH:28]=1.[NH3:41]. Product: [Cl:1][C:2]1[N:3]=[C:4]([NH:33][CH2:34][C:35]2[CH:40]=[CH:39][CH:38]=[CH:37][N:36]=2)[C:5]2[C:10]([C:11]=1[C:12]1[CH:13]=[C:14]([NH:18][C:19](=[O:26])[CH2:20][C:21]([NH2:41])=[O:23])[CH:15]=[CH:16][CH:17]=1)=[CH:9][CH:8]=[CH:7][C:6]=2[C:27]1[CH:28]=[CH:29][CH:30]=[CH:31][CH:32]=1. The catalyst class is: 5. (7) Reactant: [F:1][C:2]1[CH:7]=[CH:6][C:5]([C:8](=[CH:12][C:13]2[CH:18]=[CH:17][C:16]([S:19][CH3:20])=[CH:15][CH:14]=2)[C:9](O)=[O:10])=[CH:4][CH:3]=1.CC[N:23]=C=NCCCN(C)C.C1C=CC2N(O)N=NC=2C=1.C(N(CC)CC)C. Product: [F:1][C:2]1[CH:7]=[CH:6][C:5]([C:8](=[CH:12][C:13]2[CH:18]=[CH:17][C:16]([S:19][CH3:20])=[CH:15][CH:14]=2)[C:9]([NH2:23])=[O:10])=[CH:4][CH:3]=1. The catalyst class is: 18.